Dataset: Reaction yield outcomes from USPTO patents with 853,638 reactions. Task: Predict the reaction yield, written as a fraction of the theoretical maximum amount of product (1.0 means a 100% yield; for example, 0.34 means a 34% yield). The reactants are Cl.[CH2:2]([O:4][C:5]1[CH:10]=[CH:9][N:8]([C:11]2[CH:16]=[CH:15][C:14]([F:17])=[CH:13][CH:12]=2)[C:7](=[O:18])[C:6]=1[C:19]([O:21]CC)=[O:20])[CH3:3]. The catalyst is CCO. The product is [CH2:2]([O:4][C:5]1[CH:10]=[CH:9][N:8]([C:11]2[CH:16]=[CH:15][C:14]([F:17])=[CH:13][CH:12]=2)[C:7](=[O:18])[C:6]=1[C:19]([OH:21])=[O:20])[CH3:3]. The yield is 0.580.